Dataset: Forward reaction prediction with 1.9M reactions from USPTO patents (1976-2016). Task: Predict the product of the given reaction. (1) Given the reactants [NH2:1][C:2]1[S:3][CH:4]=[CH:5][N:6]=1.[C:7]([N+:11]#[C-:12])([CH3:10])([CH3:9])[CH3:8].[CH3:13][C:14]1[CH:21]=[CH:20][C:17]([CH:18]=O)=[CH:16][CH:15]=1.[C:22](Cl)(=[O:24])[CH3:23], predict the reaction product. The product is: [C:7]([N:11]([C:12]1[N:6]2[C:2]([S:3][CH:4]=[CH:5]2)=[N:1][C:18]=1[C:17]1[CH:20]=[CH:21][C:14]([CH3:13])=[CH:15][CH:16]=1)[C:22](=[O:24])[CH3:23])([CH3:10])([CH3:9])[CH3:8]. (2) Given the reactants C(OC([N:8]1[C:16]2[C:11](=[C:12]([C:20]([C:23]3[O:24][C:25]4[CH:31]=[CH:30][C:29]([C:32]#[N:33])=[CH:28][C:26]=4[N:27]=3)([OH:22])[CH3:21])[C:13]([O:18][CH3:19])=[CH:14][C:15]=2[CH3:17])[CH:10]=[CH:9]1)=O)(C)(C)C.C([O-])([O-])=O.[Cs+].[Cs+], predict the reaction product. The product is: [OH:22][C:20]([C:23]1[O:24][C:25]2[CH:31]=[CH:30][C:29]([C:32]#[N:33])=[CH:28][C:26]=2[N:27]=1)([C:12]1[C:13]([O:18][CH3:19])=[CH:14][C:15]([CH3:17])=[C:16]2[C:11]=1[CH:10]=[CH:9][NH:8]2)[CH3:21]. (3) Given the reactants [H-].[Na+].CN(C=O)C.[NH:8]1[C:16]2[C:11](=[CH:12][C:13]([C:17]([O:19][CH3:20])=[O:18])=[CH:14][CH:15]=2)[CH:10]=[CH:9]1.[Cl:21][C:22]1[N:27]=[C:26](Cl)[CH:25]=[CH:24][N:23]=1, predict the reaction product. The product is: [Cl:21][C:22]1[N:27]=[C:26]([N:8]2[C:16]3[C:11](=[CH:12][C:13]([C:17]([O:19][CH3:20])=[O:18])=[CH:14][CH:15]=3)[CH:10]=[CH:9]2)[CH:25]=[CH:24][N:23]=1. (4) Given the reactants Cl.[CH:2]([NH2:5])([CH3:4])[CH3:3].[Cl:6][C:7]1[CH:8]=[C:9]([CH:13]=[CH:14][C:15]=1[F:16])[C:10](O)=[O:11], predict the reaction product. The product is: [Cl:6][C:7]1[CH:8]=[C:9]([CH:13]=[CH:14][C:15]=1[F:16])[C:10]([NH:5][CH:2]([CH3:4])[CH3:3])=[O:11]. (5) The product is: [OH:26][CH2:25][CH2:24][N:23]([CH2:27][CH2:28][OH:29])[C:18]1[C:6]([S:3]([CH2:1][CH3:2])(=[O:5])=[O:4])=[CH:7][C:8]([N+:20]([O-:22])=[O:21])=[C:9]([CH:17]=1)[C:10]([O:12][C:13]([CH3:16])([CH3:15])[CH3:14])=[O:11]. Given the reactants [CH2:1]([S:3]([C:6]1[C:18](F)=[CH:17][C:9]([C:10]([O:12][C:13]([CH3:16])([CH3:15])[CH3:14])=[O:11])=[C:8]([N+:20]([O-:22])=[O:21])[CH:7]=1)(=[O:5])=[O:4])[CH3:2].[NH:23]([CH2:27][CH2:28][OH:29])[CH2:24][CH2:25][OH:26], predict the reaction product. (6) Given the reactants [Br:1][C:2]1[CH:7]=[CH:6][C:5](B(O)O)=[CH:4][CH:3]=1.[CH3:11][O:12][C:13]1[CH:18]=[CH:17][C:16]([CH2:19][C:20]([NH:22][C:23]2[CH:27]=[CH:26][NH:25][C:24]=2[C:28]([O:30][CH2:31][CH3:32])=[O:29])=[O:21])=[CH:15][CH:14]=1.N1C=CC=CC=1, predict the reaction product. The product is: [Br:1][C:2]1[CH:7]=[CH:6][C:5]([N:25]2[CH:26]=[CH:27][C:23]([NH:22][C:20](=[O:21])[CH2:19][C:16]3[CH:17]=[CH:18][C:13]([O:12][CH3:11])=[CH:14][CH:15]=3)=[C:24]2[C:28]([O:30][CH2:31][CH3:32])=[O:29])=[CH:4][CH:3]=1. (7) Given the reactants [Cl:1][C:2]1[CH:7]=[CH:6][CH:5]=[CH:4][C:3]=1[CH2:8][N:9]1[CH:13]=[C:12]([C:14]2[CH:19]=C(C#N)[CH:17]=[CH:16][N:15]=2)[N:11]=[CH:10]1.[OH-:22].[Na+].Cl.[CH3:25][CH2:26][OH:27], predict the reaction product. The product is: [Cl:1][C:2]1[CH:7]=[CH:6][CH:5]=[CH:4][C:3]=1[CH2:8][N:9]1[CH:13]=[C:12]([C:14]2[CH:19]=[C:25]([C:26]([OH:22])=[O:27])[CH:17]=[CH:16][N:15]=2)[N:11]=[CH:10]1. (8) Given the reactants [F:1][C:2]([F:13])([F:12])[C:3]1[CH:4]=[C:5](B(O)O)[CH:6]=[CH:7][CH:8]=1.[C:14]([NH:18][C:19]([N:21]1[CH2:26][CH2:25][N:24]2[C:27]([CH:34]3[CH2:36][CH2:35]3)=[C:28](Br)[C:29]([C:30]([NH2:32])=[O:31])=[C:23]2[CH2:22]1)=[O:20])([CH3:17])([CH3:16])[CH3:15].C(=O)([O-])[O-].[Na+].[Na+].ClCCl, predict the reaction product. The product is: [C:14]([NH:18][C:19]([N:21]1[CH2:26][CH2:25][N:24]2[C:27]([CH:34]3[CH2:35][CH2:36]3)=[C:28]([C:5]3[CH:6]=[CH:7][CH:8]=[C:3]([C:2]([F:13])([F:12])[F:1])[CH:4]=3)[C:29]([C:30]([NH2:32])=[O:31])=[C:23]2[CH2:22]1)=[O:20])([CH3:17])([CH3:15])[CH3:16]. (9) Given the reactants [C:1]([O:5][C:6]([N:8]1[C@@H:12]([CH2:13][C@@H:14]([OH:16])[CH3:15])[CH2:11][O:10]C1(C)C)=[O:7])([CH3:4])([CH3:3])[CH3:2].[H-].[Na+].[CH2:21](I)[CH3:22].O.C1(C)C=CC(S(O)(=O)=[O:32])=CC=1, predict the reaction product. The product is: [C:1]([O:5][C:6]([NH:8][C@@H:12]([CH2:13][C@@H:14]([O:16][CH2:21][CH3:22])[CH3:15])[C:11]([OH:10])=[O:32])=[O:7])([CH3:2])([CH3:3])[CH3:4].